Dataset: Drug-target binding data from BindingDB using Ki measurements. Task: Regression. Given a target protein amino acid sequence and a drug SMILES string, predict the binding affinity score between them. We predict pKi (pKi = -log10(Ki in M); higher means stronger inhibition). Dataset: bindingdb_ki. The small molecule is CC1(C)NCCc2c1oc1cc(S(=O)(=O)c3ccccc3)ccc21. The target protein (P31388) has sequence MVPEPGPVNSSTPAWGPGPPPAPGGSGWVAAALCVVIVLTAAANSLLIVLICTQPALRNTSNFFLVSLFTSDLMVGLVVMPPAMLNALYGRWVLARGLCLLWTAFDVMCCSASILNLCLISLDRYLLILSPLRYKLRMTAPRALALILGAWSLAALASFLPLLLGWHELGKARTPAPGQCRLLASLPFVLVASGVTFFLPSGAICFTYCRILLAARKQAVQVASLTTGTAGQALETLQVPRTPRPGMESADSRRLATKHSRKALKASLTLGILLGMFFVTWLPFFVANIAQAVCDCISPGLFDVLTWLGYCNSTMNPIIYPLFMRDFKRALGRFLPCVHCPPEHRPALPPPPCGPLTAVPDQASACSRCCLCLCRQTQIQTPLQGAPRACSSQPSFCCLERPPGTPRHPPGPPLWSTSLSQTLWSLRYGRIHSVPP. The pKi is 7.4.